From a dataset of Full USPTO retrosynthesis dataset with 1.9M reactions from patents (1976-2016). Predict the reactants needed to synthesize the given product. (1) Given the product [BrH:1].[BrH:1].[C:25]([S:26][CH2:2][C:3]1[CH:8]=[CH:7][CH:6]=[CH:5][C:4]=1[CH2:9][S:26][C:25](=[NH:24])[NH2:27])(=[NH:27])[NH2:24], predict the reactants needed to synthesize it. The reactants are: [Br:1][CH2:2][C:3]1[CH:8]=[CH:7][CH:6]=[CH:5][C:4]=1[CH2:9]Br.ClCC1C(C)=C(CCl)C(C)=CC=1C.[NH2:24][C:25]([NH2:27])=[S:26]. (2) Given the product [CH2:8]([Si:3]([CH2:4][C:5]1([Br:7])[CH2:6][C:42]1([Br:45])[Br:43])([CH2:10][CH3:11])[CH2:1][CH3:2])[CH3:9], predict the reactants needed to synthesize it. The reactants are: [CH2:1]([Si:3]([CH2:10][CH3:11])([CH2:8][CH3:9])[CH2:4][C:5]([Br:7])=[CH2:6])[CH3:2].[OH-].[K+].[Br-].[Br-].C([N+](CC)(CC)CC[N+](CC1C=CC=CC=1)(CC)CC)C1C=CC=CC=1.[CH:42]([Br:45])(Br)[Br:43]. (3) Given the product [NH:39]1[C:47]2[CH:46]=[CH:45][N:44]=[C:43]([NH:48][C:24]([N:13]3[C@@H:14]4[CH2:18][N:17]([CH2:16][CH2:15]4)[C:11]4[CH:10]=[CH:9][C:8]([C:6]5[CH:5]=[CH:4][N:3]=[C:2]([CH3:1])[CH:7]=5)=[N:19][C:12]3=4)=[O:30])[C:42]=2[N:41]=[CH:40]1, predict the reactants needed to synthesize it. The reactants are: [CH3:1][C:2]1[CH:7]=[C:6]([C:8]2[CH:9]=[CH:10][C:11]3[N:17]4[CH2:18][C@H:14]([CH2:15][CH2:16]4)[NH:13][C:12]=3[N:19]=2)[CH:5]=[CH:4][N:3]=1.ClC(Cl)(O[C:24](=[O:30])OC(Cl)(Cl)Cl)Cl.C(N(CC)CC)C.[NH:39]1[C:47]2[CH:46]=[CH:45][N:44]=[C:43]([NH2:48])[C:42]=2[N:41]=[CH:40]1. (4) Given the product [CH3:14][O:13][C:7]1[CH:8]=[C:9]2[C:4](=[CH:5][CH:6]=1)[N:3]=[C:2]([NH:21][CH:17]1[CH2:18][CH2:19][CH2:20][CH:15]([NH2:22])[CH2:16]1)[CH:11]=[C:10]2[CH3:12], predict the reactants needed to synthesize it. The reactants are: Cl[C:2]1[CH:11]=[C:10]([CH3:12])[C:9]2[C:4](=[CH:5][CH:6]=[C:7]([O:13][CH3:14])[CH:8]=2)[N:3]=1.[CH:15]1([NH2:22])[CH2:20][CH2:19][CH2:18][CH:17]([NH2:21])[CH2:16]1.CC([O-])(C)C.[Na+].